This data is from Full USPTO retrosynthesis dataset with 1.9M reactions from patents (1976-2016). The task is: Predict the reactants needed to synthesize the given product. (1) Given the product [CH3:1][C:2]1[N:3]([CH2:20][CH2:21][CH2:22][CH2:23][NH2:24])[C:4]2[C:9]([CH3:10])=[C:8]([CH3:11])[N:7]=[C:6]([O:12][C:13]3[CH:14]=[CH:15][CH:16]=[CH:17][CH:18]=3)[C:5]=2[N:19]=1, predict the reactants needed to synthesize it. The reactants are: [CH3:1][C:2]1[N:3]([CH2:20][CH2:21][CH2:22][CH2:23][NH:24]C(=O)OC(C)(C)C)[C:4]2[C:9]([CH3:10])=[C:8]([CH3:11])[N:7]=[C:6]([O:12][C:13]3[CH:18]=[CH:17][CH:16]=[CH:15][CH:14]=3)[C:5]=2[N:19]=1.FC(F)(F)C(O)=O.[OH-].[Na+]. (2) The reactants are: C([O:8][C:9]1[CH:28]=[CH:27][CH:26]=[CH:25][C:10]=1[O:11][CH2:12][CH2:13][CH2:14][CH2:15][CH2:16][CH2:17][N:18]([CH2:22][CH2:23][OH:24])[CH2:19][CH2:20][OH:21])C1C=CC=CC=1.[H][H]. Given the product [OH:8][C:9]1[CH:28]=[CH:27][CH:26]=[CH:25][C:10]=1[O:11][CH2:12][CH2:13][CH2:14][CH2:15][CH2:16][CH2:17][N:18]([CH2:22][CH2:23][OH:24])[CH2:19][CH2:20][OH:21], predict the reactants needed to synthesize it. (3) Given the product [CH2:25]([O:32][C:33](=[O:39])[NH:34][C@@H:35]([CH3:36])[CH2:21][Br:24])[C:26]1[CH:31]=[CH:30][CH:29]=[CH:28][CH:27]=1, predict the reactants needed to synthesize it. The reactants are: C1(P(C2C=CC=CC=2)C2C=CC=CC=2)C=CC=CC=1.Br[C:21]([Br:24])(Br)Br.[CH2:25]([O:32][C:33](=[O:39])[NH:34][C@@H:35](C)[CH2:36]O)[C:26]1[CH:31]=[CH:30][CH:29]=[CH:28][CH:27]=1. (4) Given the product [C:11]([O:15][C:16]([N:18]1[CH2:23][CH:22]=[C:21]([C:6]2[CH:7]=[C:2]([CH3:1])[CH:3]=[CH:4][CH:5]=2)[CH2:20][CH2:19]1)=[O:17])([CH3:14])([CH3:13])[CH3:12], predict the reactants needed to synthesize it. The reactants are: [CH3:1][C:2]1[CH:3]=[C:4](B(O)O)[CH:5]=[CH:6][CH:7]=1.[C:11]([O:15][C:16]([N:18]1[CH2:23][CH:22]=[C:21](OS(C(F)(F)F)(=O)=O)[CH2:20][CH2:19]1)=[O:17])([CH3:14])([CH3:13])[CH3:12]. (5) Given the product [O:1]=[C:2]1[C@H:13]([CH2:14][C:15]([OH:17])=[O:16])[CH2:12][CH:11]=[CH:10][CH2:9][CH2:8][C:7](=[O:22])[O:6][C@H:5]([C:23]2[CH:28]=[CH:27][CH:26]=[CH:25][CH:24]=2)[CH2:4][NH:3]1, predict the reactants needed to synthesize it. The reactants are: [O:1]=[C:2]1[C@H:13]([CH2:14][C:15]([O:17]C(C)(C)C)=[O:16])[CH2:12][CH:11]=[CH:10][CH2:9][CH2:8][C:7](=[O:22])[O:6][C@H:5]([C:23]2[CH:28]=[CH:27][CH:26]=[CH:25][CH:24]=2)[CH2:4][NH:3]1.FC(F)(F)C(O)=O.